This data is from Peptide-MHC class II binding affinity with 134,281 pairs from IEDB. The task is: Regression. Given a peptide amino acid sequence and an MHC pseudo amino acid sequence, predict their binding affinity value. This is MHC class II binding data. (1) The peptide sequence is QGEPGRVIRGKKGAG. The MHC is HLA-DPA10201-DPB11401 with pseudo-sequence HLA-DPA10201-DPB11401. The binding affinity (normalized) is 0.198. (2) The binding affinity (normalized) is 0.377. The peptide sequence is GQQRVFKEKVDTRAK. The MHC is DRB1_1101 with pseudo-sequence DRB1_1101. (3) The MHC is HLA-DPA10201-DPB10501 with pseudo-sequence HLA-DPA10201-DPB10501. The peptide sequence is ITFLRPVLKAMHD. The binding affinity (normalized) is 0.237. (4) The peptide sequence is GNEPMYAQVRKPKSR. The MHC is DRB1_0401 with pseudo-sequence DRB1_0401. The binding affinity (normalized) is 0.0799.